From a dataset of Reaction yield outcomes from USPTO patents with 853,638 reactions. Predict the reaction yield, written as a fraction of the theoretical maximum amount of product (1.0 means a 100% yield; for example, 0.34 means a 34% yield). (1) The reactants are [NH2:1][C:2]1[N:7]=[C:6]([C:8]2[CH:13]=[CH:12][C:11]([Si](C)(C)C)=[C:10]([F:18])[C:9]=2[F:19])[N:5]=[C:4]([C:20]([O:22][CH3:23])=[O:21])[C:3]=1[O:24][CH3:25].[I:26]Cl. The catalyst is ClCCCl.C(OCC)(=O)C. The product is [NH2:1][C:2]1[N:7]=[C:6]([C:8]2[CH:13]=[CH:12][C:11]([I:26])=[C:10]([F:18])[C:9]=2[F:19])[N:5]=[C:4]([C:20]([O:22][CH3:23])=[O:21])[C:3]=1[O:24][CH3:25]. The yield is 0.660. (2) The reactants are [CH3:1][O:2][C:3](=[O:19])[C:4]1[CH:9]=[CH:8][CH:7]=[C:6]([CH2:10][N:11]2[C:16](=[O:17])[CH:15]=[CH:14][C:13](Cl)=[N:12]2)[CH:5]=1.[OH:20][CH2:21][CH2:22][C:23]1[CH:24]=[C:25](B(O)O)[CH:26]=[CH:27][CH:28]=1.C(=O)([O-])[O-].[K+].[K+]. The catalyst is O1CCOCC1.O.C(OCC)(=O)C.C(P(C(C)(C)C)C(C)(C)C)(C)(C)C.[Pd]. The product is [CH3:1][O:2][C:3](=[O:19])[C:4]1[CH:9]=[CH:8][CH:7]=[C:6]([CH2:10][N:11]2[C:16](=[O:17])[CH:15]=[CH:14][C:13]([C:27]3[CH:26]=[CH:25][CH:24]=[C:23]([CH2:22][CH2:21][OH:20])[CH:28]=3)=[N:12]2)[CH:5]=1. The yield is 0.610. (3) The reactants are Cl[C:2](=[C:6]([C:9]#[N:10])[C:7]#[N:8])[CH:3]([CH3:5])[CH3:4].Cl.[Cl:12][C:13]1[CH:18]=[CH:17][CH:16]=[C:15]([Cl:19])[C:14]=1[NH:20][NH2:21].C(N(CC)CC)C. The catalyst is C1COCC1. The product is [NH2:8][C:7]1[N:20]([C:14]2[C:13]([Cl:12])=[CH:18][CH:17]=[CH:16][C:15]=2[Cl:19])[N:21]=[C:2]([CH:3]([CH3:5])[CH3:4])[C:6]=1[C:9]#[N:10]. The yield is 0.620. (4) The yield is 0.753. The reactants are [CH:1]#[C:2][CH2:3][NH:4][C@H:5]1[C:9]2[CH:10]=[CH:11][CH:12]=[CH:13][C:8]=2[CH2:7][CH2:6]1.[ClH:14]. The catalyst is CC(O)C. The product is [CH:1]#[C:2][CH2:3][NH:4][C@H:5]1[C:9]2[C:8](=[CH:13][CH:12]=[CH:11][CH:10]=2)[CH2:7][CH2:6]1.[ClH:14].